From a dataset of Catalyst prediction with 721,799 reactions and 888 catalyst types from USPTO. Predict which catalyst facilitates the given reaction. (1) Reactant: [C:1]([C:4]1[CH:9]=[CH:8][C:7]([N:10]=[C:11]=[O:12])=[CH:6][CH:5]=1)(=[O:3])[CH3:2].[S:13]1[CH:17]=[CH:16][CH:15]=[C:14]1[CH2:18][OH:19]. Product: [S:13]1[CH:17]=[CH:16][CH:15]=[C:14]1[CH2:18][O:19][C:11](=[O:12])[NH:10][C:7]1[CH:6]=[CH:5][C:4]([C:1](=[O:3])[CH3:2])=[CH:9][CH:8]=1. The catalyst class is: 11. (2) The catalyst class is: 6. Reactant: [OH:1][C:2]1[CH:3]=[C:4]([CH2:8][NH:9][C:10](=[O:18])[C:11]2[CH:16]=[CH:15][CH:14]=[N:13][C:12]=2[NH2:17])[CH:5]=[CH:6][CH:7]=1.I[CH2:20][CH2:21][CH2:22][CH2:23][CH2:24][CH2:25][CH3:26].C(=O)([O-])[O-].[Cs+].[Cs+].CN(C=O)C. Product: [CH2:20]([O:1][C:2]1[CH:3]=[C:4]([CH2:8][NH:9][C:10](=[O:18])[C:11]2[CH:16]=[CH:15][CH:14]=[N:13][C:12]=2[NH2:17])[CH:5]=[CH:6][CH:7]=1)[CH2:21][CH2:22][CH2:23][CH2:24][CH2:25][CH3:26]. (3) Reactant: C([N:8]1[CH2:13][CH2:12][O:11][CH2:10][CH:9]1[CH2:14][CH:15]([C:21]([O:23][CH2:24][CH3:25])=[O:22])[C:16]([O:18][CH2:19][CH3:20])=[O:17])C1C=CC=CC=1. Product: [NH:8]1[CH2:13][CH2:12][O:11][CH2:10][CH:9]1[CH2:14][CH:15]([C:21]([O:23][CH2:24][CH3:25])=[O:22])[C:16]([O:18][CH2:19][CH3:20])=[O:17]. The catalyst class is: 45. (4) Reactant: [N:1]12[CH2:8][CH2:7][CH:4]([CH2:5][CH2:6]1)[CH:3]([NH:9][C:10]([C:12]1[CH:13]=[CH:14][CH:15]=[C:16]3[O:20][C:19]([C:21]4[CH:26]=[CH:25][C:24](I)=[CH:23][CH:22]=4)=[N:18][C:17]=13)=[O:11])[CH2:2]2.[C:28]1(B(O)O)[CH:33]=[CH:32][CH:31]=[CH:30][CH:29]=1.C([O-])([O-])=O.[Na+].[Na+]. Product: [N:1]12[CH2:8][CH2:7][CH:4]([CH2:5][CH2:6]1)[CH:3]([NH:9][C:10]([C:12]1[CH:13]=[CH:14][CH:15]=[C:16]3[O:20][C:19]([C:21]4[CH:26]=[CH:25][C:24]([C:28]5[CH:33]=[CH:32][CH:31]=[CH:30][CH:29]=5)=[CH:23][CH:22]=4)=[N:18][C:17]=13)=[O:11])[CH2:2]2. The catalyst class is: 206.